This data is from Forward reaction prediction with 1.9M reactions from USPTO patents (1976-2016). The task is: Predict the product of the given reaction. (1) Given the reactants [CH3:1][O:2][C:3]1[C:12]([O:13][CH3:14])=[CH:11][CH:10]=[C:9]2[C:4]=1[C:5]([O:15][C:16]1[CH:21]=[CH:20][C:19]([NH2:22])=[CH:18][CH:17]=1)=[CH:6][CH:7]=[N:8]2.[CH2:23]([N:25]1[CH:30]=[C:29]([C:31](O)=[O:32])[C:28](=[O:34])[N:27]([C:35]2[CH:40]=[CH:39][C:38]([F:41])=[CH:37][CH:36]=2)[C:26]1=[O:42])[CH3:24], predict the reaction product. The product is: [CH3:1][O:2][C:3]1[C:12]([O:13][CH3:14])=[CH:11][CH:10]=[C:9]2[C:4]=1[C:5]([O:15][C:16]1[CH:17]=[CH:18][C:19]([NH:22][C:31]([C:29]3[C:28](=[O:34])[N:27]([C:35]4[CH:40]=[CH:39][C:38]([F:41])=[CH:37][CH:36]=4)[C:26](=[O:42])[N:25]([CH2:23][CH3:24])[CH:30]=3)=[O:32])=[CH:20][CH:21]=1)=[CH:6][CH:7]=[N:8]2. (2) Given the reactants [CH2:1]([NH:3][C:4]([N:21]1[CH2:25][CH:24]([CH2:26][CH3:27])[CH:23]=[N:22]1)=[N:5][S:6]([C:9]1[CH:10]=[C:11]2[C:15](=[CH:16][CH:17]=1)[N:14](C(=O)C)[CH2:13][CH2:12]2)(=[O:8])=[O:7])[CH3:2].Cl.C([O-])(O)=O.[Na+], predict the reaction product. The product is: [CH2:1]([NH:3][C:4]([N:21]1[CH2:25][CH:24]([CH2:26][CH3:27])[CH:23]=[N:22]1)=[N:5][S:6]([C:9]1[CH:10]=[C:11]2[C:15](=[CH:16][CH:17]=1)[NH:14][CH2:13][CH2:12]2)(=[O:7])=[O:8])[CH3:2]. (3) Given the reactants C([O:5][C:6](=[O:32])[C@@H:7]([O:9][C:10]1[N:31]=[CH:30][C:13]2[C:14]3[N:18]([CH2:19][CH2:20][O:21][C:12]=2[CH:11]=1)[CH:17]=[C:16]([C:22]1[N:23]([CH:27]([CH3:29])[CH3:28])[N:24]=[CH:25][N:26]=1)[N:15]=3)[CH3:8])(C)(C)C, predict the reaction product. The product is: [CH:27]([N:23]1[C:22]([C:16]2[N:15]=[C:14]3[N:18]([CH2:19][CH2:20][O:21][C:12]4[CH:11]=[C:10]([O:9][C@@H:7]([CH3:8])[C:6]([OH:32])=[O:5])[N:31]=[CH:30][C:13]=43)[CH:17]=2)=[N:26][CH:25]=[N:24]1)([CH3:29])[CH3:28]. (4) Given the reactants [F:1][C:2]1[CH:3]=[C:4]([CH:29]=[C:30]([F:32])[CH:31]=1)[CH2:5][N:6]1[C:11](=[O:12])[CH:10]=[CH:9][C:8]([CH2:13][C:14]2[C:22]3[C:17](=[CH:18][CH:19]=[CH:20][CH:21]=3)[N:16]([CH2:23][C:24]([O:26]C)=[O:25])[C:15]=2[CH3:28])=[CH:7]1.O.[OH-].[Li+], predict the reaction product. The product is: [F:1][C:2]1[CH:3]=[C:4]([CH:29]=[C:30]([F:32])[CH:31]=1)[CH2:5][N:6]1[C:11](=[O:12])[CH:10]=[CH:9][C:8]([CH2:13][C:14]2[C:22]3[C:17](=[CH:18][CH:19]=[CH:20][CH:21]=3)[N:16]([CH2:23][C:24]([OH:26])=[O:25])[C:15]=2[CH3:28])=[CH:7]1. (5) Given the reactants [CH2:1]([O:3][C:4]([N:6]1[CH2:11][CH2:10][N:9]([C:12]([CH:14]([NH:24][C:25]([C:27]2[CH:36]=[C:35]([C:37]([NH:39][CH:40]([C:50]([O:52][CH3:53])=[O:51])[CH2:41][CH2:42][C:43]([O:45]C(C)(C)C)=[O:44])=[O:38])[C:34]3[C:29](=[CH:30][CH:31]=[CH:32][CH:33]=3)[N:28]=2)=[O:26])[CH2:15][CH2:16][C:17]([O:19]C(C)(C)C)=[O:18])=[O:13])[CH2:8][CH2:7]1)=[O:5])[CH3:2].FC(F)(F)C(O)=O.C(Cl)Cl, predict the reaction product. The product is: [CH2:1]([O:3][C:4]([N:6]1[CH2:11][CH2:10][N:9]([C:12]([CH:14]([NH:24][C:25]([C:27]2[CH:36]=[C:35]([C:37]([NH:39][CH:40]([C:50]([O:52][CH3:53])=[O:51])[CH2:41][CH2:42][C:43]([OH:45])=[O:44])=[O:38])[C:34]3[C:29](=[CH:30][CH:31]=[CH:32][CH:33]=3)[N:28]=2)=[O:26])[CH2:15][CH2:16][C:17]([OH:19])=[O:18])=[O:13])[CH2:8][CH2:7]1)=[O:5])[CH3:2]. (6) Given the reactants Cl[C:2]1[CH:3]=[C:4]([NH:10][C:11]2[CH:16]=[CH:15][C:14]([N:17]3[CH2:22][CH2:21][C:20]([OH:24])([CH3:23])[CH2:19][CH2:18]3)=[CH:13][N:12]=2)[C:5](=[O:9])[N:6]([CH3:8])[N:7]=1.[C:25]([O:28][CH2:29][C:30]1[C:35](B2OC(C)(C)C(C)(C)O2)=[CH:34][CH:33]=[CH:32][C:31]=1[N:45]1[N:54]=[CH:53][C:52]2[C:47](=[C:48]([F:59])[CH:49]=[C:50]([C:55]([CH3:58])([CH3:57])[CH3:56])[CH:51]=2)[C:46]1=[O:60])(=[O:27])[CH3:26].CC(C1C=C(C(C)C)C(C2C=CC=CC=2P(C2CCCCC2)C2CCCCC2)=C(C(C)C)C=1)C.P([O-])([O-])([O-])=O.[K+].[K+].[K+], predict the reaction product. The product is: [C:25]([O:28][CH2:29][C:30]1[C:35]([C:2]2[CH:3]=[C:4]([NH:10][C:11]3[CH:16]=[CH:15][C:14]([N:17]4[CH2:22][CH2:21][C:20]([OH:24])([CH3:23])[CH2:19][CH2:18]4)=[CH:13][N:12]=3)[C:5](=[O:9])[N:6]([CH3:8])[N:7]=2)=[CH:34][CH:33]=[CH:32][C:31]=1[N:45]1[N:54]=[CH:53][C:52]2[C:47](=[C:48]([F:59])[CH:49]=[C:50]([C:55]([CH3:57])([CH3:56])[CH3:58])[CH:51]=2)[C:46]1=[O:60])(=[O:27])[CH3:26].